This data is from Reaction yield outcomes from USPTO patents with 853,638 reactions. The task is: Predict the reaction yield, written as a fraction of the theoretical maximum amount of product (1.0 means a 100% yield; for example, 0.34 means a 34% yield). (1) The reactants are [BH4-].[Na+].C[O:4][C:5](=O)[C@@H:6]([NH:15][C:16]([C:18]1[CH:26]=[C:25]2[C:21]([CH:22]=[N:23][N:24]2[CH2:27][CH:28]([CH3:30])[CH3:29])=[CH:20][C:19]=1[O:31][C:32]1[CH:37]=[CH:36][C:35]([F:38])=[CH:34][C:33]=1[F:39])=[O:17])[CH2:7][CH2:8][N:9]1[CH2:14][CH2:13][CH2:12][CH2:11][CH2:10]1. The catalyst is CO. The product is [OH:4][CH2:5][C@@H:6]([NH:15][C:16]([C:18]1[CH:26]=[C:25]2[C:21]([CH:22]=[N:23][N:24]2[CH2:27][CH:28]([CH3:30])[CH3:29])=[CH:20][C:19]=1[O:31][C:32]1[CH:37]=[CH:36][C:35]([F:38])=[CH:34][C:33]=1[F:39])=[O:17])[CH2:7][CH2:8][N:9]1[CH2:14][CH2:13][CH2:12][CH2:11][CH2:10]1. The yield is 0.440. (2) The yield is 0.950. The reactants are [Cu][C:2]#[N:3].Br[C:5]1[C:14]([CH3:15])=[CH:13][C:12]2[C:11]([CH3:17])([CH3:16])[CH2:10][CH2:9][C:8]([CH3:19])([CH3:18])[C:7]=2[CH:6]=1.[OH-].[NH4+]. The catalyst is CN1CCCC1. The product is [C:2]([C:5]1[C:14]([CH3:15])=[CH:13][C:12]2[C:11]([CH3:17])([CH3:16])[CH2:10][CH2:9][C:8]([CH3:19])([CH3:18])[C:7]=2[CH:6]=1)#[N:3]. (3) The reactants are [Cl:1][C:2]1[CH:9]=[C:8]([C:10]2[CH:14]=[CH:13][NH:12][N:11]=2)[CH:7]=[CH:6][C:3]=1[C:4]#[N:5].C([NH:22][C@@H:23]([CH2:26][CH3:27])[CH2:24]O)(OC(C)(C)C)=O.C1(P(C2C=CC=CC=2)C2C=CC=CC=2)C=CC=CC=1.CC(OC(/N=N/C(OC(C)C)=O)=O)C. The catalyst is C1COCC1. The product is [NH2:22][C@@H:23]([CH2:26][CH3:27])[CH2:24][N:12]1[CH:13]=[CH:14][C:10]([C:8]2[CH:7]=[CH:6][C:3]([C:4]#[N:5])=[C:2]([Cl:1])[CH:9]=2)=[N:11]1. The yield is 0.470. (4) The reactants are Br[C:2]1[CH:3]=[C:4]2[C:9](=[CH:10][CH:11]=1)[N:8]=[CH:7][C:6]([C:12]([CH:14]1[CH2:16][CH2:15]1)=[O:13])=[C:5]2[NH:17][C:18]1[CH:19]=[N:20][C:21]([N:24]2[CH2:29][CH2:28][CH2:27][CH:26]([NH:30]C(=O)OC(C)(C)C)[CH2:25]2)=[N:22][CH:23]=1.[Cl:38][C:39]1[CH:44]=[C:43](B2OC(C)(C)C(C)(C)O2)[CH:42]=[C:41]([Cl:54])[C:40]=1[OH:55]. No catalyst specified. The product is [NH2:30][CH:26]1[CH2:27][CH2:28][CH2:29][N:24]([C:21]2[N:20]=[CH:19][C:18]([NH:17][C:5]3[C:4]4[C:9](=[CH:10][CH:11]=[C:2]([C:43]5[CH:44]=[C:39]([Cl:38])[C:40]([OH:55])=[C:41]([Cl:54])[CH:42]=5)[CH:3]=4)[N:8]=[CH:7][C:6]=3[C:12]([CH:14]3[CH2:16][CH2:15]3)=[O:13])=[CH:23][N:22]=2)[CH2:25]1. The yield is 0.0800.